The task is: Binary Classification. Given a T-cell receptor sequence (or CDR3 region) and an epitope sequence, predict whether binding occurs between them.. This data is from TCR-epitope binding with 47,182 pairs between 192 epitopes and 23,139 TCRs. (1) The epitope is ATDALMTGY. Result: 0 (the TCR does not bind to the epitope). The TCR CDR3 sequence is CATSSGTGWNEQYF. (2) The epitope is TSNQVAVLY. The TCR CDR3 sequence is CASREGFVWTGIVETQYF. Result: 0 (the TCR does not bind to the epitope). (3) The epitope is TSNQVAVLY. The TCR CDR3 sequence is CSARDREGGNSPLHF. Result: 0 (the TCR does not bind to the epitope). (4) The epitope is GVAMPNLYK. Result: 0 (the TCR does not bind to the epitope). The TCR CDR3 sequence is CASSLPLTDTQYF. (5) The epitope is FLNGSCGSV. The TCR CDR3 sequence is CASSKGTHEQYF. Result: 1 (the TCR binds to the epitope). (6) The TCR CDR3 sequence is CASSLVGISTDTQYF. The epitope is FLNGSCGSV. Result: 1 (the TCR binds to the epitope). (7) The epitope is SEPVLKGVKL. The TCR CDR3 sequence is CSVDWGEGFF. Result: 1 (the TCR binds to the epitope). (8) The epitope is VVYRGTTTY. The TCR CDR3 sequence is CATRTGGNQPQHF. Result: 0 (the TCR does not bind to the epitope).